From a dataset of Catalyst prediction with 721,799 reactions and 888 catalyst types from USPTO. Predict which catalyst facilitates the given reaction. (1) Reactant: [CH:1]([S:3]([C:6]1[CH:7]=[CH:8][C:9]([O:35][CH3:36])=[C:10]([S:12]([NH:15][C:16]2[CH:21]=[CH:20][CH:19]=[CH:18][C:17]=2[NH:22][S:23]([C:26]2[S:30][C:29]3[CH:31]=[CH:32][CH:33]=[CH:34][C:28]=3[CH:27]=2)(=[O:25])=[O:24])(=[O:14])=[O:13])[CH:11]=1)(=[O:5])=[O:4])=[CH2:2].[NH:37]([CH3:39])[CH3:38].C1COCC1. Product: [CH3:38][N:37]([CH3:39])[CH2:2][CH2:1][S:3]([C:6]1[CH:7]=[CH:8][C:9]([O:35][CH3:36])=[C:10]([S:12]([NH:15][C:16]2[CH:21]=[CH:20][CH:19]=[CH:18][C:17]=2[NH:22][S:23]([C:26]2[S:30][C:29]3[CH:31]=[CH:32][CH:33]=[CH:34][C:28]=3[CH:27]=2)(=[O:25])=[O:24])(=[O:13])=[O:14])[CH:11]=1)(=[O:4])=[O:5]. The catalyst class is: 1. (2) Reactant: [F:1][C:2]1[C:7]([NH2:8])=[C:6]([N+:9]([O-])=O)[CH:5]=[C:4]([F:12])[C:3]=1[NH:13][CH2:14][C:15]1[CH:20]=[CH:19][C:18]([F:21])=[CH:17][CH:16]=1.[Cl-].[NH4+].CCN(C(C)C)C(C)C.Cl[C:34]([O:36][CH2:37][CH3:38])=[O:35]. Product: [CH2:37]([O:36][C:34](=[O:35])[NH:9][C:6]1[CH:5]=[C:4]([F:12])[C:3]([NH:13][CH2:14][C:15]2[CH:20]=[CH:19][C:18]([F:21])=[CH:17][CH:16]=2)=[C:2]([F:1])[C:7]=1[NH2:8])[CH3:38]. The catalyst class is: 284.